Dataset: Catalyst prediction with 721,799 reactions and 888 catalyst types from USPTO. Task: Predict which catalyst facilitates the given reaction. (1) Reactant: [Br:1][C:2]1[CH:3]=[N:4][CH:5]=[C:6]([CH:10]=1)[C:7]([OH:9])=[O:8].[I:11][CH2:12][C:13]([NH2:15])=[O:14]. Product: [I-:11].[Br:1][C:2]1[CH:10]=[C:6]([C:7]([OH:9])=[O:8])[CH:5]=[N+:4]([CH2:12][C:13](=[O:14])[NH2:15])[CH:3]=1. The catalyst class is: 3. (2) Reactant: [F:1][C:2]1[CH:7]=[CH:6][C:5]([C:8]2([CH2:13][CH2:14][CH2:15][N:16]3[CH2:25][CH2:24][C:23]4[C:18](=[CH:19][CH:20]=[CH:21][CH:22]=4)[CH2:17]3)OCC[O:9]2)=[CH:4][CH:3]=1.Cl. Product: [F:1][C:2]1[CH:3]=[CH:4][C:5]([C:8](=[O:9])[CH2:13][CH2:14][CH2:15][N:16]2[CH2:25][CH2:24][C:23]3[C:18](=[CH:19][CH:20]=[CH:21][CH:22]=3)[CH2:17]2)=[CH:6][CH:7]=1. The catalyst class is: 5. (3) Reactant: [CH2:1]([C:3]1[CH:22]=[CH:21][C:6]([O:7][C:8]2[CH:20]=[CH:19][C:11]([C:12]([NH:14][CH2:15][C:16]([OH:18])=[O:17])=O)=[CH:10][CH:9]=2)=[CH:5][CH:4]=1)[CH3:2].C(OC(=O)C)(=O)C. Product: [CH2:1]([C:3]1[CH:22]=[CH:21][C:6]([O:7][C:8]2[CH:20]=[CH:19][C:11]([C:12]3[O:17][C:16](=[O:18])[CH2:15][N:14]=3)=[CH:10][CH:9]=2)=[CH:5][CH:4]=1)[CH3:2]. The catalyst class is: 13. (4) Reactant: C[O:2][C:3](=[O:42])[C:4]1[CH:9]=[CH:8][CH:7]=[C:6]([CH2:10][NH:11][C:12]([C@H:14]2[C@H:18]([C:19]3[CH:24]=[CH:23][CH:22]=[C:21]([Cl:25])[C:20]=3[F:26])[C@:17]([C:29]3[CH:34]=[CH:33][C:32]([Cl:35])=[CH:31][C:30]=3[F:36])([C:27]#[N:28])[C@H:16]([CH2:37][C:38]([CH3:41])([CH3:40])[CH3:39])[NH:15]2)=[O:13])[CH:5]=1.[OH-].[Na+]. Product: [Cl:25][C:21]1[C:20]([F:26])=[C:19]([C@@H:18]2[C@:17]([C:29]3[CH:34]=[CH:33][C:32]([Cl:35])=[CH:31][C:30]=3[F:36])([C:27]#[N:28])[C@H:16]([CH2:37][C:38]([CH3:41])([CH3:39])[CH3:40])[NH:15][C@H:14]2[C:12]([NH:11][CH2:10][C:6]2[CH:5]=[C:4]([CH:9]=[CH:8][CH:7]=2)[C:3]([OH:42])=[O:2])=[O:13])[CH:24]=[CH:23][CH:22]=1. The catalyst class is: 5.